Dataset: Full USPTO retrosynthesis dataset with 1.9M reactions from patents (1976-2016). Task: Predict the reactants needed to synthesize the given product. (1) Given the product [CH3:12][O:13][C:14]([C:16]1[C:17]2[C:18]([CH:19]=[O:7])=[CH:3][NH:2][C:5]=2[CH:22]=[C:23]([NH:25][C:26](=[O:28])[CH3:27])[CH:24]=1)=[O:15], predict the reactants needed to synthesize it. The reactants are: C[N+:2]([CH3:5])=[CH:3]Cl.[Cl-].[O:7]=P(Cl)(Cl)Cl.[CH3:12][O:13][C:14]([C:16]1[C:17]2[CH:18]=[CH:19]NC=2[CH:22]=[C:23]([NH:25][C:26](=[O:28])[CH3:27])[CH:24]=1)=[O:15].C(Cl)Cl. (2) Given the product [Br:1][C:2]1[CH:7]=[CH:6][C:5]([O:8][CH:16]([CH3:18])[CH3:17])=[CH:4][CH:3]=1, predict the reactants needed to synthesize it. The reactants are: [Br:1][C:2]1[CH:7]=[CH:6][C:5]([OH:8])=[CH:4][CH:3]=1.C(=O)([O-])[O-].[K+].[K+].I[CH:16]([CH3:18])[CH3:17].O. (3) Given the product [OH:10][CH:9]1[C:8]2[C:7](=[CH:14][CH:13]=[C:12]([CH3:15])[CH:11]=2)[C:6](=[O:16])[N:5]1[CH2:1][CH:2]([CH3:4])[CH3:3].[OH:16][CH:6]1[C:7]2[C:8](=[CH:11][C:12]([CH3:15])=[CH:13][CH:14]=2)[C:9](=[O:10])[N:5]1[CH2:1][CH:2]([CH3:4])[CH3:3], predict the reactants needed to synthesize it. The reactants are: [CH2:1]([N:5]1[C:9](=[O:10])[C:8]2=[CH:11][C:12]([CH3:15])=[CH:13][CH:14]=[C:7]2[C:6]1=[O:16])[CH:2]([CH3:4])[CH3:3].O. (4) Given the product [NH2:1][C:2]1[C:10]([N+:11]([O-:13])=[O:12])=[CH:9][C:5]([C:6]([O:8][CH2:19][CH3:20])=[O:7])=[CH:4][N:3]=1, predict the reactants needed to synthesize it. The reactants are: [NH2:1][C:2]1[C:10]([N+:11]([O-:13])=[O:12])=[CH:9][C:5]([C:6]([OH:8])=[O:7])=[CH:4][N:3]=1.S(=O)(=O)(O)O.[CH2:19](O)[CH3:20]. (5) Given the product [C:21]([C:18]1[C:19]([Cl:20])=[C:15]([C:13]2[NH:9][C:8]3[C:3]([O:2][CH3:1])=[N:4][C:5]([C:26]4[CH:31]=[CH:30][CH:29]=[CH:28][C:27]=4[C:32]([F:35])([F:34])[F:33])=[CH:6][C:7]=3[N:12]=2)[N:16]([CH3:25])[N:17]=1)([CH3:24])([CH3:23])[CH3:22], predict the reactants needed to synthesize it. The reactants are: [CH3:1][O:2][C:3]1[C:8]([N+:9]([O-])=O)=[C:7]([NH:12][C:13]([C:15]2[N:16]([CH3:25])[N:17]=[C:18]([C:21]([CH3:24])([CH3:23])[CH3:22])[C:19]=2[Cl:20])=O)[CH:6]=[C:5]([C:26]2[CH:31]=[CH:30][CH:29]=[CH:28][C:27]=2[C:32]([F:35])([F:34])[F:33])[N:4]=1. (6) Given the product [N:22]1[CH:27]=[CH:26][CH:25]=[C:24]([C:2]2[CH:15]=[CH:14][C:13]3[O:12][C:11]4[C:6](=[CH:7][C:8]([C:24]5[CH:23]=[N:22][CH:27]=[CH:26][CH:25]=5)=[CH:9][CH:10]=4)[C:5]4([CH2:20][O:19][C:18]([NH2:21])=[N:17]4)[C:4]=3[CH:3]=2)[CH:23]=1, predict the reactants needed to synthesize it. The reactants are: Br[C:2]1[CH:15]=[CH:14][C:13]2[O:12][C:11]3[C:6](=[CH:7][C:8](I)=[CH:9][CH:10]=3)[C:5]3([CH2:20][O:19][C:18]([NH2:21])=[N:17]3)[C:4]=2[CH:3]=1.[N:22]1[CH:27]=[CH:26][CH:25]=[C:24](B(O)O)[CH:23]=1.C(=O)([O-])[O-].[Na+].[Na+]. (7) Given the product [Cl:32][C:33]1[CH:38]=[C:37]([C:2]2[C:11]3[C:6](=[CH:7][C:8]([S:12]([N:15]([C:25]4[CH:29]=[CH:28][O:27][N:26]=4)[CH2:16][C:17]4[CH:22]=[CH:21][C:20]([O:23][CH3:24])=[CH:19][CH:18]=4)(=[O:14])=[O:13])=[CH:9][CH:10]=3)[CH:5]=[N:4][C:3]=2[O:30][CH3:31])[C:36]([O:42][CH3:43])=[CH:35][C:34]=1[C:44]1[CH:49]=[CH:48][CH:47]=[C:46]([F:50])[CH:45]=1, predict the reactants needed to synthesize it. The reactants are: Cl[C:2]1[C:11]2[C:6](=[CH:7][C:8]([S:12]([N:15]([C:25]3[CH:29]=[CH:28][O:27][N:26]=3)[CH2:16][C:17]3[CH:22]=[CH:21][C:20]([O:23][CH3:24])=[CH:19][CH:18]=3)(=[O:14])=[O:13])=[CH:9][CH:10]=2)[CH:5]=[N:4][C:3]=1[O:30][CH3:31].[Cl:32][C:33]1[CH:38]=[C:37](B(O)O)[C:36]([O:42][CH3:43])=[CH:35][C:34]=1[C:44]1[CH:49]=[CH:48][CH:47]=[C:46]([F:50])[CH:45]=1.P([O-])([O-])([O-])=O.[K+].[K+].[K+].O1CCOCC1. (8) Given the product [NH2:1][CH2:4][CH2:5][O:6][C:7]1[CH:8]=[CH:9][C:10]([CH2:13][CH:14]([O:20][C:21]2[CH:22]=[CH:23][C:24]([F:27])=[CH:25][CH:26]=2)[C:15]([O:17][CH2:18][CH3:19])=[O:16])=[CH:11][CH:12]=1, predict the reactants needed to synthesize it. The reactants are: [N:1]([CH2:4][CH2:5][O:6][C:7]1[CH:12]=[CH:11][C:10]([CH2:13][CH:14]([O:20][C:21]2[CH:26]=[CH:25][C:24]([F:27])=[CH:23][CH:22]=2)[C:15]([O:17][CH2:18][CH3:19])=[O:16])=[CH:9][CH:8]=1)=[N+]=[N-]. (9) Given the product [F:20][C:21]1[CH:22]=[CH:23][C:24]([C:27]2[CH:35]=[CH:34][C:30]([C:31]([NH:12][C:9]3[CH:10]=[CH:11][C:5]4[O:4][C:3]([N:2]([CH3:1])[CH2:13][CH:14]5[CH2:18][CH2:17][N:16]([CH3:19])[CH2:15]5)=[N:7][C:6]=4[CH:8]=3)=[O:32])=[CH:29][N:28]=2)=[CH:25][CH:26]=1, predict the reactants needed to synthesize it. The reactants are: [CH3:1][N:2]([CH2:13][CH:14]1[CH2:18][CH2:17][N:16]([CH3:19])[CH2:15]1)[C:3]1[O:4][C:5]2[CH:11]=[CH:10][C:9]([NH2:12])=[CH:8][C:6]=2[N:7]=1.[F:20][C:21]1[CH:26]=[CH:25][C:24]([C:27]2[CH:35]=[CH:34][C:30]([C:31](O)=[O:32])=[CH:29][N:28]=2)=[CH:23][CH:22]=1.CN(C(ON1N=NC2C=CC=NC1=2)=[N+](C)C)C.F[P-](F)(F)(F)(F)F.